Regression. Given a peptide amino acid sequence and an MHC pseudo amino acid sequence, predict their binding affinity value. This is MHC class II binding data. From a dataset of Peptide-MHC class II binding affinity with 134,281 pairs from IEDB. (1) The peptide sequence is GDNACKRTYSDRGWG. The MHC is HLA-DQA10501-DQB10402 with pseudo-sequence HLA-DQA10501-DQB10402. The binding affinity (normalized) is 0. (2) The peptide sequence is KVKFGHVSINPADIA. The MHC is DRB1_1501 with pseudo-sequence DRB1_1501. The binding affinity (normalized) is 0.464. (3) The peptide sequence is KSSKPLVGPFNFRFM. The MHC is HLA-DQA10301-DQB10302 with pseudo-sequence HLA-DQA10301-DQB10302. The binding affinity (normalized) is 0.0580.